This data is from Peptide-MHC class I binding affinity with 185,985 pairs from IEDB/IMGT. The task is: Regression. Given a peptide amino acid sequence and an MHC pseudo amino acid sequence, predict their binding affinity value. This is MHC class I binding data. The peptide sequence is AEWDRVHPV. The MHC is HLA-A29:02 with pseudo-sequence HLA-A29:02. The binding affinity (normalized) is 0.